From a dataset of Reaction yield outcomes from USPTO patents with 853,638 reactions. Predict the reaction yield, written as a fraction of the theoretical maximum amount of product (1.0 means a 100% yield; for example, 0.34 means a 34% yield). The reactants are CS(O[C:6]1[CH:11]=[CH:10][CH:9]=[C:8]([C:12]2[S:13][C:14]3[CH:22]=[CH:21][CH:20]=[CH:19][C:15]=3[C:16](=[O:18])[N:17]=2)[N:7]=1)(=O)=O.[CH2:23]([N:25]([CH2:28][CH3:29])[CH2:26][CH3:27])C.N1CCCC[CH2:31]1.C(OCC)(=O)C. The catalyst is CN(C=O)C.O. The product is [N:25]1([CH2:23][C:6]2[N:7]=[C:8]([C:12]3[S:13][C:14]4[CH:22]=[CH:21][CH:20]=[CH:19][C:15]=4[C:16](=[O:18])[N:17]=3)[CH:9]=[CH:10][CH:11]=2)[CH2:28][CH2:29][CH2:31][CH2:27][CH2:26]1. The yield is 0.540.